Dataset: Catalyst prediction with 721,799 reactions and 888 catalyst types from USPTO. Task: Predict which catalyst facilitates the given reaction. (1) Reactant: C(OC([NH:8][C:9]([N:11](C(OC(C)(C)C)=O)[CH2:12][CH2:13][CH2:14][CH2:15][NH:16][C:17]1[N:22]2[N:23]=[C:24]([C:38]3[CH:43]=[CH:42][C:41]([O:44][CH3:45])=[CH:40][CH:39]=3)[C:25]([C:26]3[CH:31]=[CH:30][N:29]=[C:28]([NH:32][CH:33]4[CH2:37][CH2:36][CH2:35][CH2:34]4)[N:27]=3)=[C:21]2[CH:20]=[CH:19][CH:18]=1)=[NH:10])=O)(C)(C)C.FC(F)(F)C(O)=O. Product: [CH:33]1([NH:32][C:28]2[N:27]=[C:26]([C:25]3[C:24]([C:38]4[CH:39]=[CH:40][C:41]([O:44][CH3:45])=[CH:42][CH:43]=4)=[N:23][N:22]4[C:17]([NH:16][CH2:15][CH2:14][CH2:13][CH2:12][NH:11][C:9]([NH2:10])=[NH:8])=[CH:18][CH:19]=[CH:20][C:21]=34)[CH:31]=[CH:30][N:29]=2)[CH2:37][CH2:36][CH2:35][CH2:34]1. The catalyst class is: 4. (2) Reactant: [N+:1]([CH:3](S(C1C=CC(C)=CC=1)(=O)=O)[CH2:4][CH3:5])#[C-:2].[F:16][C:17]1[CH:24]=[C:23]([C:25]([F:28])([F:27])[F:26])[CH:22]=[CH:21][C:18]=1[CH:19]=[O:20].C([O-])([O-])=O.[K+].[K+]. Product: [CH2:4]([C:3]1[N:1]=[CH:2][O:20][C:19]=1[C:18]1[CH:21]=[CH:22][C:23]([C:25]([F:26])([F:27])[F:28])=[CH:24][C:17]=1[F:16])[CH3:5]. The catalyst class is: 5.